Dataset: NCI-60 drug combinations with 297,098 pairs across 59 cell lines. Task: Regression. Given two drug SMILES strings and cell line genomic features, predict the synergy score measuring deviation from expected non-interaction effect. (1) Drug 1: C1C(C(OC1N2C=NC3=C2NC=NCC3O)CO)O. Drug 2: CC1C(C(CC(O1)OC2CC(CC3=C2C(=C4C(=C3O)C(=O)C5=CC=CC=C5C4=O)O)(C(=O)C)O)N)O. Cell line: HOP-92. Synergy scores: CSS=50.9, Synergy_ZIP=4.25, Synergy_Bliss=3.55, Synergy_Loewe=-7.79, Synergy_HSA=6.16. (2) Drug 1: C1=NC2=C(N1)C(=S)N=C(N2)N. Drug 2: CCC1(CC2CC(C3=C(CCN(C2)C1)C4=CC=CC=C4N3)(C5=C(C=C6C(=C5)C78CCN9C7C(C=CC9)(C(C(C8N6C=O)(C(=O)OC)O)OC(=O)C)CC)OC)C(=O)OC)O.OS(=O)(=O)O. Cell line: MDA-MB-231. Synergy scores: CSS=29.4, Synergy_ZIP=-9.01, Synergy_Bliss=3.29, Synergy_Loewe=1.45, Synergy_HSA=4.39.